Dataset: CYP2D6 inhibition data for predicting drug metabolism from PubChem BioAssay. Task: Regression/Classification. Given a drug SMILES string, predict its absorption, distribution, metabolism, or excretion properties. Task type varies by dataset: regression for continuous measurements (e.g., permeability, clearance, half-life) or binary classification for categorical outcomes (e.g., BBB penetration, CYP inhibition). Dataset: cyp2d6_veith. (1) The molecule is C[N+]1(C)CCC(OC(=O)C(c2ccccc2)c2ccccc2)CC1. The result is 0 (non-inhibitor). (2) The drug is C[C@H](Br)C(=O)Nc1ccc(C(=O)O)c(O)c1. The result is 0 (non-inhibitor). (3) The drug is O=c1c(-c2cccs2)nc2cnc(N3CCOCC3)nc2n1CCc1ccccc1. The result is 0 (non-inhibitor). (4) The compound is N[C@H](CCCC(=O)O)C(=O)O. The result is 0 (non-inhibitor). (5) The molecule is CCOC(=O)n1ccn(C)c1=S. The result is 0 (non-inhibitor). (6) The drug is Nc1cc(Cl)nc(N/N=C/c2ccccc2[N+](=O)[O-])n1. The result is 0 (non-inhibitor). (7) The result is 1 (inhibitor). The drug is Cc1c2ccncc2c(C)c2c1[nH]c1ccccc12. (8) The molecule is COc1ccc(NC(=O)Cn2nnc(C(N)=O)c2N)c(OC)c1. The result is 0 (non-inhibitor). (9) The molecule is O=C(O)CNCCc1ccccc1. The result is 0 (non-inhibitor).